Dataset: Forward reaction prediction with 1.9M reactions from USPTO patents (1976-2016). Task: Predict the product of the given reaction. Given the reactants [F:1][C:2]([F:22])([F:21])[O:3][C:4]1[CH:9]=[CH:8][C:7]([C:10]2[NH:11][C:12](=O)[C:13]3[C:18]([CH:19]=2)=[CH:17][CH:16]=[CH:15][CH:14]=3)=[CH:6][CH:5]=1.P(Cl)(Cl)([Cl:25])=O, predict the reaction product. The product is: [Cl:25][C:12]1[C:13]2[C:18](=[CH:17][CH:16]=[CH:15][CH:14]=2)[CH:19]=[C:10]([C:7]2[CH:8]=[CH:9][C:4]([O:3][C:2]([F:22])([F:21])[F:1])=[CH:5][CH:6]=2)[N:11]=1.